This data is from Forward reaction prediction with 1.9M reactions from USPTO patents (1976-2016). The task is: Predict the product of the given reaction. Given the reactants [NH2:1][C:2]1[N:7]=[C:6]([NH:8][C@@H:9]([CH2:13][CH2:14][CH3:15])[CH2:10][CH2:11][OH:12])[C:5]([CH2:16][C:17]2[CH:22]=[CH:21][C:20]([N:23]3[CH2:28][CH2:27][N:26](C(OC(C)(C)C)=O)[CH2:25][C:24]3=[O:36])=[CH:19][C:18]=2[O:37][CH3:38])=[C:4]([CH3:39])[N:3]=1.Cl.C([O-])([O-])=O.[K+].[K+], predict the reaction product. The product is: [NH2:1][C:2]1[N:7]=[C:6]([NH:8][C@@H:9]([CH2:13][CH2:14][CH3:15])[CH2:10][CH2:11][OH:12])[C:5]([CH2:16][C:17]2[CH:22]=[CH:21][C:20]([N:23]3[CH2:28][CH2:27][NH:26][CH2:25][C:24]3=[O:36])=[CH:19][C:18]=2[O:37][CH3:38])=[C:4]([CH3:39])[N:3]=1.